From a dataset of Full USPTO retrosynthesis dataset with 1.9M reactions from patents (1976-2016). Predict the reactants needed to synthesize the given product. (1) Given the product [N+:12]([C:3]1[CH:4]=[N:5][C:6]2[C:11]([C:2]=1[NH:16][CH2:17][CH2:18][CH2:19][C:20]([O:22][CH2:23][CH3:24])=[O:21])=[CH:10][CH:9]=[CH:8][CH:7]=2)([O-:14])=[O:13], predict the reactants needed to synthesize it. The reactants are: Cl[C:2]1[C:11]2[C:6](=[CH:7][CH:8]=[CH:9][CH:10]=2)[N:5]=[CH:4][C:3]=1[N+:12]([O-:14])=[O:13].Cl.[NH2:16][CH2:17][CH2:18][CH2:19][C:20]([O:22][CH2:23][CH3:24])=[O:21].C(N(CC)CC)C. (2) The reactants are: [Cl:1][C:2]1[CH:25]=[CH:24][C:5]2[NH:6][C:7]3[S:8][CH:9]=[CH:10][C:11]=3[C:12]([N:14]3[CH2:19][CH2:18][NH:17][C@@H:16]([CH2:20][CH2:21][O:22][CH3:23])[CH2:15]3)=[N:13][C:4]=2[CH:3]=1.C=O.[C:28](O[BH-](OC(=O)C)OC(=O)C)(=O)C.[Na+]. Given the product [Cl:1][C:2]1[CH:25]=[CH:24][C:5]2[NH:6][C:7]3[S:8][CH:9]=[CH:10][C:11]=3[C:12]([N:14]3[CH2:19][CH2:18][N:17]([CH3:28])[C@@H:16]([CH2:20][CH2:21][O:22][CH3:23])[CH2:15]3)=[N:13][C:4]=2[CH:3]=1, predict the reactants needed to synthesize it. (3) Given the product [CH3:7][C:8]1[C:9](=[CH:22][C:23](=[S:34](=[O:36])=[O:35])[CH:24]([CH3:33])[C:25]=1[C:26]1[CH:30]2[CH:29]([CH2:31]2)[O:28][N:27]=1)[C:10]([C:12]1[C:17](=[O:18])[CH:16]([CH3:19])[CH2:15][CH:14]([CH3:20])[C:13]=1[OH:21])=[O:11], predict the reactants needed to synthesize it. The reactants are: CC(C)([O-])C.[K+].[CH3:7][C:8]1[C:9](=[CH:22][C:23](=[S:34](=[O:36])=[O:35])[CH:24]([CH3:33])[C:25]=1[C:26]1[CH2:30][CH:29]([CH2:31]Cl)[O:28][N:27]=1)[C:10]([C:12]1[C:17](=[O:18])[CH:16]([CH3:19])[CH2:15][CH:14]([CH3:20])[C:13]=1[OH:21])=[O:11].Cl. (4) The reactants are: [C:1]([O:5][C:6]([N:8]1[CH2:12][C@@H:11]([CH:13]=O)[C@H:10]([CH2:15][N:16]([C:20](=[O:34])[C:21]2[CH:26]=[CH:25][C:24]([CH3:27])=[C:23]([O:28][CH2:29][CH2:30][CH2:31][O:32][CH3:33])[CH:22]=2)[CH:17]([CH3:19])[CH3:18])[CH2:9]1)=[O:7])([CH3:4])([CH3:3])[CH3:2].[CH:35]1([NH2:38])[CH2:37][CH2:36]1. Given the product [C:1]([O:5][C:6]([N:8]1[CH2:12][C@@H:11]([CH2:13][NH:38][CH:35]2[CH2:37][CH2:36]2)[C@H:10]([CH2:15][N:16]([C:20](=[O:34])[C:21]2[CH:26]=[CH:25][C:24]([CH3:27])=[C:23]([O:28][CH2:29][CH2:30][CH2:31][O:32][CH3:33])[CH:22]=2)[CH:17]([CH3:18])[CH3:19])[CH2:9]1)=[O:7])([CH3:3])([CH3:2])[CH3:4], predict the reactants needed to synthesize it.